Dataset: Forward reaction prediction with 1.9M reactions from USPTO patents (1976-2016). Task: Predict the product of the given reaction. (1) Given the reactants [CH3:1][C:2](CC(CC(O)=O)=O)=[O:3].[CH3:11][C@@:12]12[C:20](=[O:21])[CH2:19][CH2:18][C@H:17]1[C@@H:16]1[CH2:22][CH:23]=[C:24]3[CH2:29][C@@H:28]([OH:30])[CH2:27][CH2:26][C@:25]3([CH3:31])[C@H:15]1[CH2:14][CH2:13]2.CC[O:34]CC, predict the reaction product. The product is: [C:2]([C@H:29]1[C@@H:28]([OH:30])[CH2:27][CH2:26][C@@:25]2([CH3:31])[C:24]1=[CH:23][CH2:22][C@@H:16]1[C@@H:15]2[CH2:14][CH2:13][C@@:12]2([CH3:11])[C@H:17]1[CH2:18][C@@H:19]([OH:34])[C@@H:20]2[OH:21])(=[O:3])[CH3:1]. (2) Given the reactants [NH2:1][C:2]1[N:7]=[C:6]([C:8]2[O:9][CH:10]=[CH:11][CH:12]=2)[C:5]([C:13]#[N:14])=[C:4](S(C)(=O)=O)[N:3]=1.[CH2:19]([NH2:21])[CH3:20], predict the reaction product. The product is: [NH2:1][C:2]1[N:3]=[C:4]([NH:21][CH2:19][CH3:20])[C:5]([C:13]#[N:14])=[C:6]([C:8]2[O:9][CH:10]=[CH:11][CH:12]=2)[N:7]=1. (3) The product is: [C:1]([C:5]1[CH:10]=[CH:9][C:8]([S:11]([NH:22][C:19]2[CH:20]=[CH:21][C:16]([Cl:15])=[CH:17][C:18]=2[C:23]2[CH:28]=[CH:27][CH:26]=[CH:25][N:24]=2)(=[O:13])=[O:12])=[CH:7][CH:6]=1)([CH3:4])([CH3:3])[CH3:2]. Given the reactants [C:1]([C:5]1[CH:10]=[CH:9][C:8]([S:11](Cl)(=[O:13])=[O:12])=[CH:7][CH:6]=1)([CH3:4])([CH3:3])[CH3:2].[Cl:15][C:16]1[CH:21]=[CH:20][C:19]([NH2:22])=[C:18]([C:23]2[CH:28]=[CH:27][CH:26]=[CH:25][N:24]=2)[CH:17]=1, predict the reaction product. (4) Given the reactants [CH3:1][C:2]([NH:4][C:5]1[CH:10]=[CH:9][CH:8]=[C:7](Cl)[CH:6]=1)=[O:3].C[C:13]([CH3:16])([O-])[CH3:14].[Na+], predict the reaction product. The product is: [CH2:5]([N:4]([CH2:2][CH2:14][CH2:13][CH3:16])[C:7]1[CH:6]=[C:5]([NH:4][C:2](=[O:3])[CH3:1])[CH:10]=[CH:9][CH:8]=1)[CH2:6][CH2:7][CH3:8]. (5) Given the reactants [CH3:1][C:2]1[CH:7]=[C:6]([F:8])[CH:5]=[CH:4][C:3]=1[C@@H:9]1[N:14]([C:15]([N:17]([C@@H:19]([C:21]2[CH:26]=[C:25]([C:27]([F:30])([F:29])[F:28])[CH:24]=[C:23]([C:31]([F:34])([F:33])[F:32])[CH:22]=2)[CH3:20])[CH3:18])=[O:16])[CH2:13][CH2:12][C@H:11]([N:35]2[CH2:40][C@@H:39]3[CH2:41][CH2:42][C:43](=[O:44])[N:38]3[CH2:37][CH2:36]2)[CH2:10]1.Cl.[OH2:46].N.[C:48]([O:51]CC)(=[O:50])[CH3:49], predict the reaction product. The product is: [CH3:1][C:2]1[CH:7]=[C:6]([F:8])[CH:5]=[CH:4][C:3]=1[C@@H:9]1[N:14]([C:15]([N:17]([C@@H:19]([C:21]2[CH:22]=[C:23]([C:31]([F:32])([F:33])[F:34])[CH:24]=[C:25]([C:27]([F:30])([F:29])[F:28])[CH:26]=2)[CH3:20])[CH3:18])=[O:16])[CH2:13][CH2:12][C@H:11]([N:35]2[CH2:40][C@@H:39]3[CH2:41][CH2:42][C:43](=[O:44])[N:38]3[CH2:37][CH2:36]2)[CH2:10]1.[CH:49](/[C:48]([OH:51])=[O:50])=[CH:42]/[C:43]([OH:44])=[O:46]. (6) Given the reactants Br[C:2]1[CH:7]=[CH:6][C:5]([N:8]2[C:12](=[O:13])[C@@H:11]3[C@H:14]([OH:17])[CH2:15][CH2:16][N:10]3[C:9]2=[O:18])=[C:4]([CH3:19])[C:3]=1[Cl:20].[Cu](C#N)[C:22]#[N:23], predict the reaction product. The product is: [Cl:20][C:3]1[C:4]([CH3:19])=[C:5]([N:8]2[C:12](=[O:13])[C@@H:11]3[C@H:14]([OH:17])[CH2:15][CH2:16][N:10]3[C:9]2=[O:18])[CH:6]=[CH:7][C:2]=1[C:22]#[N:23]. (7) Given the reactants CO.C([O:10][C:11]1[CH:16]=[CH:15][C:14]([N:17]2[C:21]3[C:22](=[O:39])[N:23]([C:26]4[CH:31]=[CH:30][C:29]([N:32]5[CH2:37][CH2:36][CH2:35][CH2:34][C:33]5=[O:38])=[CH:28][CH:27]=4)[CH2:24][CH2:25][C:20]=3[C:19]([C:40]([NH2:42])=[O:41])=[N:18]2)=[CH:13][CH:12]=1)C1C=CC=CC=1.C(O)(=O)C.[H][H], predict the reaction product. The product is: [OH:10][C:11]1[CH:12]=[CH:13][C:14]([N:17]2[C:21]3[C:22](=[O:39])[N:23]([C:26]4[CH:27]=[CH:28][C:29]([N:32]5[CH2:37][CH2:36][CH2:35][CH2:34][C:33]5=[O:38])=[CH:30][CH:31]=4)[CH2:24][CH2:25][C:20]=3[C:19]([C:40]([NH2:42])=[O:41])=[N:18]2)=[CH:15][CH:16]=1.